This data is from Full USPTO retrosynthesis dataset with 1.9M reactions from patents (1976-2016). The task is: Predict the reactants needed to synthesize the given product. (1) Given the product [Cl:34][C:31]1[CH:30]=[CH:29][C:28]([CH2:27][C:14]2[C:11]3[C:12](=[O:13])[N:7]([CH2:6][CH2:5][CH2:4][OH:3])[C:8](=[O:36])[N:9]([CH3:35])[C:10]=3[CH:17]=[N:16][C:15]=2[C:18]2[CH:23]=[CH:22][CH:21]=[CH:20][C:19]=2[CH:24]([CH3:26])[CH3:25])=[CH:33][CH:32]=1, predict the reactants needed to synthesize it. The reactants are: C([O:3][CH2:4][CH2:5][CH2:6][N:7]1[C:12](=[O:13])[C:11]2[C:14]([CH2:27][C:28]3[CH:33]=[CH:32][C:31]([Cl:34])=[CH:30][CH:29]=3)=[C:15]([C:18]3[CH:23]=[CH:22][CH:21]=[CH:20][C:19]=3[CH:24]([CH3:26])[CH3:25])[N:16]=[CH:17][C:10]=2[N:9]([CH3:35])[C:8]1=[O:36])=O.O[Li].O. (2) Given the product [CH3:23][S:24]([O:1][CH2:2][CH:3]1[CH2:8][CH2:7][CH2:6][N:5]([C:9]([O:11][C:12]([CH3:15])([CH3:14])[CH3:13])=[O:10])[CH2:4]1)(=[O:26])=[O:25], predict the reactants needed to synthesize it. The reactants are: [OH:1][CH2:2][CH:3]1[CH2:8][CH2:7][CH2:6][N:5]([C:9]([O:11][C:12]([CH3:15])([CH3:14])[CH3:13])=[O:10])[CH2:4]1.CCN(CC)CC.[CH3:23][S:24](Cl)(=[O:26])=[O:25]. (3) Given the product [F:38][C:32]1[CH:33]=[C:34]([F:37])[CH:35]=[CH:36][C:31]=1/[CH:30]=[CH:29]/[C:26]1[O:27][CH:28]=[C:24]([CH2:23][O:19][C:16]2[CH:15]=[CH:14][C:13]([CH2:12][CH2:11][CH2:10][CH2:9][N:5]3[CH:6]=[CH:7][N:8]=[C:4]3[CH2:3][CH2:2][OH:1])=[CH:18][CH:17]=2)[N:25]=1, predict the reactants needed to synthesize it. The reactants are: [OH:1][CH2:2][CH2:3][C:4]1[N:5]([CH2:9][CH2:10][CH2:11][CH2:12][C:13]2[CH:18]=[CH:17][C:16]([OH:19])=[CH:15][CH:14]=2)[CH:6]=[CH:7][N:8]=1.[H-].[Na+].Cl[CH2:23][C:24]1[N:25]=[C:26](/[CH:29]=[CH:30]/[C:31]2[CH:36]=[CH:35][C:34]([F:37])=[CH:33][C:32]=2[F:38])[O:27][CH:28]=1.O. (4) Given the product [ClH:33].[NH2:13][C@H:9]([C:10]([O:63][CH2:62][CH2:61][NH:60][C:58]([C:39]1[N:38]([CH2:34][CH2:35][CH2:36][CH3:37])[CH:42]=[C:41]([NH:43][C:44]([NH:46][C:47]2[CH:48]=[CH:49][C:50]([O:53][C:54]([F:55])([F:56])[F:57])=[CH:51][CH:52]=2)=[O:45])[N:40]=1)=[O:59])=[O:11])[CH2:8][CH2:7][C:6]([OH:21])=[O:5], predict the reactants needed to synthesize it. The reactants are: C([O:5][C:6](=[O:21])[CH2:7][CH2:8][C@H:9]([NH:13]C(OC(C)(C)C)=O)[C:10](O)=[O:11])(C)(C)C.CCN=C=NCCCN(C)C.[ClH:33].[CH2:34]([N:38]1[CH:42]=[C:41]([NH:43][C:44]([NH:46][C:47]2[CH:52]=[CH:51][C:50]([O:53][C:54]([F:57])([F:56])[F:55])=[CH:49][CH:48]=2)=[O:45])[N:40]=[C:39]1[C:58]([NH:60][CH2:61][CH2:62][OH:63])=[O:59])[CH2:35][CH2:36][CH3:37]. (5) Given the product [Br:1][C:2]1[C:3]2[N:4]([C:9]([NH2:12])=[N:10][N:11]=2)[C:5]([Cl:8])=[CH:6][CH:7]=1, predict the reactants needed to synthesize it. The reactants are: [Br:1][C:2]1[C:3]2[N:4]([C:9]([NH:12]C(=O)OCC)=[N:10][N:11]=2)[C:5]([Cl:8])=[CH:6][CH:7]=1.O.CN(C=O)C.[OH-].[K+].